Dataset: NCI-60 drug combinations with 297,098 pairs across 59 cell lines. Task: Regression. Given two drug SMILES strings and cell line genomic features, predict the synergy score measuring deviation from expected non-interaction effect. (1) Drug 1: CCC1=CC2CC(C3=C(CN(C2)C1)C4=CC=CC=C4N3)(C5=C(C=C6C(=C5)C78CCN9C7C(C=CC9)(C(C(C8N6C)(C(=O)OC)O)OC(=O)C)CC)OC)C(=O)OC.C(C(C(=O)O)O)(C(=O)O)O. Drug 2: C1=CC=C(C(=C1)C(C2=CC=C(C=C2)Cl)C(Cl)Cl)Cl. Cell line: M14. Synergy scores: CSS=22.6, Synergy_ZIP=0.984, Synergy_Bliss=2.88, Synergy_Loewe=-43.7, Synergy_HSA=3.81. (2) Drug 1: COC1=C(C=C2C(=C1)N=CN=C2NC3=CC(=C(C=C3)F)Cl)OCCCN4CCOCC4. Drug 2: N.N.Cl[Pt+2]Cl. Cell line: RXF 393. Synergy scores: CSS=22.5, Synergy_ZIP=-6.89, Synergy_Bliss=-2.92, Synergy_Loewe=-4.63, Synergy_HSA=-1.54. (3) Drug 1: C1=CC=C(C(=C1)C(C2=CC=C(C=C2)Cl)C(Cl)Cl)Cl. Drug 2: C1CNP(=O)(OC1)N(CCCl)CCCl. Cell line: CCRF-CEM. Synergy scores: CSS=12.2, Synergy_ZIP=-1.33, Synergy_Bliss=1.49, Synergy_Loewe=6.50, Synergy_HSA=1.65.